From a dataset of Reaction yield outcomes from USPTO patents with 853,638 reactions. Predict the reaction yield, written as a fraction of the theoretical maximum amount of product (1.0 means a 100% yield; for example, 0.34 means a 34% yield). (1) The reactants are O=[C:2]1[CH2:7][CH2:6][CH:5]([C:8]([NH:10][C:11]2[CH:19]=[CH:18][CH:17]=[CH:16][C:12]=2[C:13]([NH2:15])=[O:14])=[O:9])[CH2:4][CH2:3]1.Cl.[C:21]1([C:27]2[CH2:28][CH2:29][NH:30][CH2:31][CH:32]=2)[CH:26]=[CH:25][CH:24]=[CH:23][CH:22]=1.C(O[BH-](OC(=O)C)OC(=O)C)(=O)C.[Na+].C(O)(=O)C. The catalyst is O1CCCC1. The product is [C:21]1([C:27]2[CH2:32][CH2:31][N:30]([CH:2]3[CH2:7][CH2:6][CH:5]([C:8]([NH:10][C:11]4[CH:19]=[CH:18][CH:17]=[CH:16][C:12]=4[C:13]([NH2:15])=[O:14])=[O:9])[CH2:4][CH2:3]3)[CH2:29][CH:28]=2)[CH:26]=[CH:25][CH:24]=[CH:23][CH:22]=1. The yield is 0.660. (2) The reactants are CC(C)([O-])C.[Na+].Br[C:8]1[S:12][C:11]([C:13]([O:15][CH2:16][CH3:17])=[O:14])=[CH:10][CH:9]=1.[CH2:18]([N:20]1[CH2:25][CH2:24][NH:23][CH2:22][CH2:21]1)[CH3:19].C1(P(C2C=CC=CC=2)C2C=CC3C(=CC=CC=3)C=2C2C3C(=CC=CC=3)C=CC=2P(C2C=CC=CC=2)C2C=CC=CC=2)C=CC=CC=1. The catalyst is C1(C)C=CC=CC=1.CO.C1C=CC(/C=C/C(/C=C/C2C=CC=CC=2)=O)=CC=1.C1C=CC(/C=C/C(/C=C/C2C=CC=CC=2)=O)=CC=1.C1C=CC(/C=C/C(/C=C/C2C=CC=CC=2)=O)=CC=1.[Pd].[Pd]. The product is [CH2:18]([N:20]1[CH2:25][CH2:24][N:23]([C:8]2[S:12][C:11]([C:13]([O:15][CH2:16][CH3:17])=[O:14])=[CH:10][CH:9]=2)[CH2:22][CH2:21]1)[CH3:19]. The yield is 0.320.